From a dataset of Full USPTO retrosynthesis dataset with 1.9M reactions from patents (1976-2016). Predict the reactants needed to synthesize the given product. (1) Given the product [F:1][C:2]1[CH:10]=[C:9]([F:11])[C:8]([O:12][CH3:13])=[C:7]2[C:3]=1[C:4]([CH3:15])([CH3:14])[CH2:5][N:6]2[C:17]1[CH:22]=[CH:21][CH:20]=[CH:19][C:18]=1[N+:23]([O-:25])=[O:24], predict the reactants needed to synthesize it. The reactants are: [F:1][C:2]1[CH:10]=[C:9]([F:11])[C:8]([O:12][CH3:13])=[C:7]2[C:3]=1[C:4]([CH3:15])([CH3:14])[CH2:5][NH:6]2.Br[C:17]1[CH:22]=[CH:21][CH:20]=[CH:19][C:18]=1[N+:23]([O-:25])=[O:24].C1C=CC(P(C2C(C3C(P(C4C=CC=CC=4)C4C=CC=CC=4)=CC=C4C=3C=CC=C4)=C3C(C=CC=C3)=CC=2)C2C=CC=CC=2)=CC=1.C([O-])([O-])=O.[Cs+].[Cs+]. (2) Given the product [CH3:74][CH:73]([NH:75][C:54]([C:53]1[C:47]2[C:48](=[N:49][CH:50]=[C:45]([C:39]3[C:38]4[C:42](=[CH:43][C:35]([F:34])=[CH:36][CH:37]=4)[N:41]([CH3:44])[N:40]=3)[N:46]=2)[N:51]([CH2:57][O:58][CH2:59][CH2:60][Si:61]([CH3:64])([CH3:62])[CH3:63])[CH:52]=1)=[O:56])[CH2:72][O:65][C:66]1[CH:71]=[CH:70][CH:69]=[CH:68][CH:67]=1, predict the reactants needed to synthesize it. The reactants are: CN(C(ON1N=NC2C=CC=CC1=2)=[N+](C)C)C.F[P-](F)(F)(F)(F)F.CCN(C(C)C)C(C)C.[F:34][C:35]1[CH:43]=[C:42]2[C:38]([C:39]([C:45]3[N:46]=[C:47]4[C:53]([C:54]([OH:56])=O)=[CH:52][N:51]([CH2:57][O:58][CH2:59][CH2:60][Si:61]([CH3:64])([CH3:63])[CH3:62])[C:48]4=[N:49][CH:50]=3)=[N:40][N:41]2[CH3:44])=[CH:37][CH:36]=1.[O:65]([CH2:72][CH:73]([NH2:75])[CH3:74])[C:66]1[CH:71]=[CH:70][CH:69]=[CH:68][CH:67]=1.C([O-])(O)=O.[Na+]. (3) Given the product [CH2:1]([C:3]1[C:7]([CH2:8][C:9]2[CH:17]=[C:16]([CH3:18])[C:15]([OH:19])=[C:14]3[C:10]=2[CH2:11][CH2:12][CH2:13]3)=[C:6]([CH2:21][CH3:22])[N:5]([CH2:23][C:24]([OH:26])=[O:25])[N:4]=1)[CH3:2], predict the reactants needed to synthesize it. The reactants are: [CH2:1]([C:3]1[C:7]([CH2:8][C:9]2[CH:17]=[C:16]([CH3:18])[C:15]([O:19]C)=[C:14]3[C:10]=2[CH2:11][CH2:12][CH2:13]3)=[C:6]([CH2:21][CH3:22])[N:5]([CH2:23][C:24]([OH:26])=[O:25])[N:4]=1)[CH3:2].B(Br)(Br)Br.O. (4) Given the product [NH2:43][C:39]1[N:38]=[CH:37][N:36]=[C:35]([N:32]2[CH2:31][CH2:30][CH:29]([C:14]3[N:13]([CH:10]4[CH2:11][CH2:12][N:8]([C:6]([O:5][C:1]([CH3:4])([CH3:2])[CH3:3])=[O:7])[CH2:9]4)[CH:17]=[C:16]([C:18]4[CH:23]=[CH:22][C:21]([F:24])=[C:20]([C:25]([F:28])([F:27])[F:26])[CH:19]=4)[N:15]=3)[CH2:34][CH2:33]2)[C:40]=1[C:41](=[O:44])[NH2:42], predict the reactants needed to synthesize it. The reactants are: [C:1]([O:5][C:6]([N:8]1[CH2:12][CH2:11][CH:10]([N:13]2[CH:17]=[C:16]([C:18]3[CH:23]=[CH:22][C:21]([F:24])=[C:20]([C:25]([F:28])([F:27])[F:26])[CH:19]=3)[N:15]=[C:14]2[CH:29]2[CH2:34][CH2:33][N:32]([C:35]3[C:40]([C:41]#[N:42])=[C:39]([NH2:43])[N:38]=[CH:37][N:36]=3)[CH2:31][CH2:30]2)[CH2:9]1)=[O:7])([CH3:4])([CH3:3])[CH3:2].[OH:44]O. (5) Given the product [Br:1][C:2]1[CH:11]=[C:10]2[C:5]([C:6](=[O:17])[N:7]3[CH2:28][CH2:27][N:13]4[CH2:14][CH2:15][CH2:16][CH:12]4[C:8]3=[N:9]2)=[CH:4][CH:3]=1, predict the reactants needed to synthesize it. The reactants are: [Br:1][C:2]1[CH:11]=[C:10]2[C:5]([C:6](=[O:17])[NH:7][C:8]([CH:12]3[CH2:16][CH2:15][CH2:14][NH:13]3)=[N:9]2)=[CH:4][CH:3]=1.C([O-])([O-])=O.[K+].[K+].[Na+].[I-].Br[CH2:27][CH2:28]Cl.